Dataset: Forward reaction prediction with 1.9M reactions from USPTO patents (1976-2016). Task: Predict the product of the given reaction. Given the reactants [NH2:1][C:2]1[CH:3]=[CH:4][C:5]([O:24][CH3:25])=[C:6]([CH:23]=1)[O:7][C:8]1[CH:9]=[CH:10][C:11]2[N:12]([CH:14]=[C:15]([NH:17][C:18]([CH:20]3[CH2:22][CH2:21]3)=[O:19])[N:16]=2)[N:13]=1.[C:26]([C:28]([C:31]1[CH:32]=[C:33]([CH:37]=[CH:38][CH:39]=1)[C:34](O)=[O:35])([CH3:30])[CH3:29])#[N:27].Cl.CN(C)CCCN=C=NCC.ON1C2C=CC=CC=2N=N1, predict the reaction product. The product is: [C:26]([C:28]([C:31]1[CH:32]=[C:33]([CH:37]=[CH:38][CH:39]=1)[C:34]([NH:1][C:2]1[CH:3]=[CH:4][C:5]([O:24][CH3:25])=[C:6]([O:7][C:8]2[CH:9]=[CH:10][C:11]3[N:12]([CH:14]=[C:15]([NH:17][C:18]([CH:20]4[CH2:21][CH2:22]4)=[O:19])[N:16]=3)[N:13]=2)[CH:23]=1)=[O:35])([CH3:30])[CH3:29])#[N:27].